Dataset: Forward reaction prediction with 1.9M reactions from USPTO patents (1976-2016). Task: Predict the product of the given reaction. (1) Given the reactants [OH:1][C:2]1[CH:9]=[CH:8][CH:7]=[CH:6][C:3]=1[CH:4]=[O:5].C([O-])([O-])=O.[K+].[K+].[CH3:16][O:17][C:18](=[O:22])[CH:19](Br)[CH3:20], predict the reaction product. The product is: [CH3:16][O:17][C:18](=[O:22])[CH:19]([O:1][C:2]1[CH:9]=[CH:8][CH:7]=[CH:6][C:3]=1[CH:4]=[O:5])[CH3:20]. (2) The product is: [O:16]1[CH2:17][CH2:18][N:13]([CH2:10][C:11]2[O:8][N:7]=[C:6]([C:4]([O:3][CH2:2][CH3:1])=[O:5])[CH:12]=2)[CH2:14][CH2:15]1. Given the reactants [CH3:1][CH2:2][O:3][C:4](/[C:6](/Cl)=[N:7]\[OH:8])=[O:5].[CH2:10]([N:13]1[CH2:18][CH2:17][O:16][CH2:15][CH2:14]1)[C:11]#[CH:12].C(N(CC)CC)C, predict the reaction product.